Dataset: Reaction yield outcomes from USPTO patents with 853,638 reactions. Task: Predict the reaction yield, written as a fraction of the theoretical maximum amount of product (1.0 means a 100% yield; for example, 0.34 means a 34% yield). (1) The reactants are [Cl:1][C:2]1[C:3]([F:22])=[C:4]([CH:19]=[CH:20][CH:21]=1)[NH:5][C:6]1[C:15]2[C:10](=[CH:11][C:12]([O:17][CH3:18])=[C:13]([OH:16])[CH:14]=2)[N:9]=[CH:8][N:7]=1.[N+](C1C=CC(S(O[C@H:36]2[CH2:40][CH2:39][N:38]([C:41]([O:43][C:44]([CH3:47])([CH3:46])[CH3:45])=[O:42])[CH2:37]2)(=O)=O)=CC=1)([O-])=O.[F-].[Cs+].CN(C)C=O. The catalyst is C(OCC)(=O)C. The product is [Cl:1][C:2]1[C:3]([F:22])=[C:4]([CH:19]=[CH:20][CH:21]=1)[NH:5][C:6]1[C:15]2[C:10](=[CH:11][C:12]([O:17][CH3:18])=[C:13]([O:16][C@@H:40]3[CH2:36][CH2:37][N:38]([C:41]([O:43][C:44]([CH3:47])([CH3:46])[CH3:45])=[O:42])[CH2:39]3)[CH:14]=2)[N:9]=[CH:8][N:7]=1. The yield is 0.380. (2) The product is [Cl:26][C:27]1[CH:32]=[CH:31][C:30]([O:33][CH2:34][CH3:35])=[CH:29][C:28]=1[C:9]1[N:13]2[C:14]3[N:22]=[C:21]([O:23][CH3:24])[CH:20]=[CH:19][C:15]=3[N:16]=[C:17]([CH3:18])[C:12]2=[C:11]([CH3:25])[N:10]=1. The reactants are ClC1C=C([C:9]2[N:13]3[C:14]4[N:22]=[C:21]([O:23][CH3:24])[CH:20]=[CH:19][C:15]=4[N:16]=[C:17]([CH3:18])[C:12]3=[C:11]([CH3:25])[N:10]=2)C=C(Cl)C=1.[Cl:26][C:27]1[CH:32]=[CH:31][C:30]([O:33][CH2:34][CH3:35])=[CH:29][C:28]=1B(O)O. The yield is 0.600. No catalyst specified. (3) The reactants are [C:1]([O:4][C@@H:5]1[CH2:9][C@@H:8]([CH2:10][OH:11])[O:7][C@H:6]1[N:12]1[CH:20]=[N:19][C:18]2[C:13]1=[N:14][CH:15]=[N:16][C:17]=2[NH2:21])(=[O:3])[CH3:2].[H-].[Na+].[C:24]1([CH3:34])[CH:29]=[CH:28][C:27]([S:30](Cl)(=[O:32])=[O:31])=[CH:26][CH:25]=1. The catalyst is C1COCC1.CC(=O)OCC. The product is [C:1]([O:4][C@@H:5]1[CH2:9][C@@H:8]([CH2:10][O:11][S:30]([C:27]2[CH:28]=[CH:29][C:24]([CH3:34])=[CH:25][CH:26]=2)(=[O:32])=[O:31])[O:7][C@H:6]1[N:12]1[CH:20]=[N:19][C:18]2[C:13]1=[N:14][CH:15]=[N:16][C:17]=2[NH2:21])(=[O:3])[CH3:2]. The yield is 0.650.